This data is from Full USPTO retrosynthesis dataset with 1.9M reactions from patents (1976-2016). The task is: Predict the reactants needed to synthesize the given product. Given the product [CH3:30][N:29]([CH3:31])[CH:26]1[CH2:27][CH2:28][N:24]([C:21]2[N:22]=[CH:23][C:18]([N:11]3[CH:12]=[CH:13][C:8]([CH2:7][O:6][Si:5]([C:2]([CH3:1])([CH3:3])[CH3:4])([CH3:16])[CH3:15])=[CH:9][C:10]3=[O:14])=[CH:19][CH:20]=2)[CH2:25]1, predict the reactants needed to synthesize it. The reactants are: [CH3:1][C:2]([Si:5]([CH3:16])([CH3:15])[O:6][CH2:7][C:8]1[CH:13]=[CH:12][NH:11][C:10](=[O:14])[CH:9]=1)([CH3:4])[CH3:3].Br[C:18]1[CH:19]=[CH:20][C:21]([N:24]2[CH2:28][CH2:27][CH:26]([N:29]([CH3:31])[CH3:30])[CH2:25]2)=[N:22][CH:23]=1.CN[C@@H]1CCCC[C@H]1NC.C(=O)([O-])[O-].[K+].[K+].